From a dataset of Full USPTO retrosynthesis dataset with 1.9M reactions from patents (1976-2016). Predict the reactants needed to synthesize the given product. (1) The reactants are: C1(S([N:10]2[C:14]3[CH:15]=[N:16][C:17]([C:31]#[N:32])=[C:18]([CH2:19][CH:20]4[CH2:25][CH2:24][N:23]([CH2:26][C:27]([F:30])([F:29])[F:28])[CH2:22][CH2:21]4)[C:13]=3[C:12]3[CH:33]=[CH:34][CH:35]=[N:36][C:11]2=3)(=O)=O)C=CC=CC=1.[F-].C([N+](CCCC)(CCCC)CCCC)CCC. Given the product [F:30][C:27]([F:28])([F:29])[CH2:26][N:23]1[CH2:22][CH2:21][CH:20]([CH2:19][C:18]2[C:13]3[C:12]4[CH:33]=[CH:34][CH:35]=[N:36][C:11]=4[NH:10][C:14]=3[CH:15]=[N:16][C:17]=2[C:31]#[N:32])[CH2:25][CH2:24]1, predict the reactants needed to synthesize it. (2) The reactants are: [Cl:1][C:2]1[C:3]2[N:4]([C:8]([I:11])=[N:9][CH:10]=2)[CH:5]=[CH:6][N:7]=1.C1C(=O)N([Br:19])C(=O)C1.C([O-])(O)=O.[Na+]. Given the product [Br:19][C:10]1[N:9]=[C:8]([I:11])[N:4]2[CH:5]=[CH:6][N:7]=[C:2]([Cl:1])[C:3]=12, predict the reactants needed to synthesize it. (3) The reactants are: FC(F)(F)C(O)=O.[CH2:8]([NH:12][C:13]1[NH:21][C:20]2[C:16]([N:17]=[C:18]([O:22][CH3:23])[N:19]=2)=[C:15]([NH2:24])[N:14]=1)[CH2:9][CH2:10][CH3:11].C(=O)([O-])[O-].[K+].[K+].Br[CH2:32][CH2:33][CH2:34][CH:35]1[CH2:39][CH2:38][O:37][CH2:36]1. Given the product [CH2:8]([NH:12][C:13]1[N:21]=[C:20]2[C:16]([N:17]=[C:18]([O:22][CH3:23])[N:19]2[CH2:32][CH2:33][CH2:34][CH:35]2[CH2:39][CH2:38][O:37][CH2:36]2)=[C:15]([NH2:24])[N:14]=1)[CH2:9][CH2:10][CH3:11], predict the reactants needed to synthesize it.